From a dataset of Full USPTO retrosynthesis dataset with 1.9M reactions from patents (1976-2016). Predict the reactants needed to synthesize the given product. (1) Given the product [Cl:11][C:4]1[CH:5]=[C:6]([C:8]([NH:28][C@@H:26]([C:16]2[C:25]3[C:20](=[CH:21][CH:22]=[CH:23][CH:24]=3)[CH:19]=[CH:18][CH:17]=2)[CH3:27])=[O:10])[CH:7]=[C:2]([Cl:1])[C:3]=1[C:12]([O:14][CH3:15])=[O:13], predict the reactants needed to synthesize it. The reactants are: [Cl:1][C:2]1[CH:7]=[C:6]([C:8]([O-:10])=O)[CH:5]=[C:4]([Cl:11])[C:3]=1[C:12]([O:14][CH3:15])=[O:13].[C:16]1([CH:26]([NH2:28])[CH3:27])[C:25]2[C:20](=[CH:21][CH:22]=[CH:23][CH:24]=2)[CH:19]=[CH:18][CH:17]=1.CN(C(ON1N=NC2C=CC=CC1=2)=[N+](C)C)C.F[P-](F)(F)(F)(F)F.C1C=CC2N(O)N=NC=2C=1.C(N(C(C)C)CC)(C)C. (2) Given the product [CH3:16][S:17]([O:1][CH:2]1[CH2:7][CH2:6][CH:5]([NH:8][C:9]([O:10][C:11]([CH3:12])([CH3:14])[CH3:13])=[O:15])[CH2:4][CH2:3]1)(=[O:19])=[O:18], predict the reactants needed to synthesize it. The reactants are: [OH:1][CH:2]1[CH2:7][CH2:6][CH:5]([NH:8][C:9](=[O:15])[O:10][C:11]([CH3:14])([CH3:13])[CH3:12])[CH2:4][CH2:3]1.[CH3:16][S:17](Cl)(=[O:19])=[O:18]. (3) Given the product [CH2:1]([N:3]([C:15]([NH:16][S:17]([C:20]1[CH:25]=[CH:24][CH:23]=[CH:22][CH:21]=1)(=[O:18])=[O:19])=[O:26])[NH2:4])[CH3:2], predict the reactants needed to synthesize it. The reactants are: [CH2:1]([N:3]([C:15](=[O:26])[NH:16][S:17]([C:20]1[CH:25]=[CH:24][CH:23]=[CH:22][CH:21]=1)(=[O:19])=[O:18])[NH:4]C(OCC1C=CC=CC=1)=O)[CH3:2]. (4) Given the product [F:1][C:2]([F:39])([F:38])[C:3]1[CH:4]=[C:5]([CH:31]=[C:32]([C:34]([F:37])([F:36])[F:35])[CH:33]=1)[CH2:6][N:7]([CH2:14][C:15]1[CH:20]=[C:19]([N:46]2[CH2:50][CH2:49][CH2:48][C:47]2=[O:51])[CH:18]=[N:17][C:16]=1[N:22]([CH2:25][CH:26]1[CH2:30][CH2:29][CH2:28][CH2:27]1)[CH2:23][CH3:24])[C:8]1[N:9]=[N:10][N:11]([CH3:13])[N:12]=1, predict the reactants needed to synthesize it. The reactants are: [F:1][C:2]([F:39])([F:38])[C:3]1[CH:4]=[C:5]([CH:31]=[C:32]([C:34]([F:37])([F:36])[F:35])[CH:33]=1)[CH2:6][N:7]([CH2:14][C:15]1[C:16]([N:22]([CH2:25][CH:26]2[CH2:30][CH2:29][CH2:28][CH2:27]2)[CH2:23][CH3:24])=[N:17][CH:18]=[C:19](Br)[CH:20]=1)[C:8]1[N:9]=[N:10][N:11]([CH3:13])[N:12]=1.C(=O)([O-])[O-].[Cs+].[Cs+].[NH:46]1[CH2:50][CH2:49][CH2:48][C:47]1=[O:51]. (5) Given the product [C:48]([C:43]1[C:44](=[O:47])[N:45]([CH2:58][CH2:59][CH2:60][C:61]2[C:62]([Cl:68])=[CH:63][CH:64]=[CH:65][C:66]=2[Cl:67])[N:46]=[C:41]([C:38]2[CH:39]=[CH:40][C:35]([F:34])=[C:36]([CH3:52])[CH:37]=2)[CH:42]=1)([OH:50])=[O:49], predict the reactants needed to synthesize it. The reactants are: ClC1C=CC=CC=1CN1C(=O)C(CCCN2CCN(C)CC2)=CC(C2C=CC(F)=C(C)C=2)=N1.[F:34][C:35]1[CH:40]=[CH:39][C:38]([C:41]2[CH:42]=[C:43]([C:48]([O:50]C)=[O:49])[C:44](=[O:47])[NH:45][N:46]=2)=[CH:37][C:36]=1[CH3:52].CS(O[CH2:58][CH2:59][CH2:60][C:61]1[C:66]([Cl:67])=[CH:65][CH:64]=[CH:63][C:62]=1[Cl:68])(=O)=O.FC1C=C(F)C=CC=1C1C=C(COS(C)(=O)=O)C(=O)N(CC(C)C)N=1. (6) Given the product [CH2:1]([N:3]([CH2:5][C:6]1[CH:7]=[C:8]([CH:12]=[C:13]([CH3:15])[CH:14]=1)[C:9]([NH:33][NH2:41])=[O:10])[CH3:4])[CH3:2], predict the reactants needed to synthesize it. The reactants are: [CH2:1]([N:3]([CH2:5][C:6]1[CH:7]=[C:8]([CH:12]=[C:13]([CH3:15])[CH:14]=1)[C:9](O)=[O:10])[CH3:4])[CH3:2].C1CN([P+](O[N:33]2[N:41]=NC3C=CC=CC2=3)(N2CCCC2)N2CCCC2)CC1.F[P-](F)(F)(F)(F)F.CCN(C(C)C)C(C)C.NN.